From a dataset of Catalyst prediction with 721,799 reactions and 888 catalyst types from USPTO. Predict which catalyst facilitates the given reaction. (1) Reactant: [CH:1]([SiH:4]([CH:13]([CH3:15])[CH3:14])[C:5]1[CH:10]=[CH:9][C:8]([O:11][CH3:12])=[CH:7][CH:6]=1)([CH3:3])[CH3:2].[Cl:16]N1C(=O)N(Cl)C(=O)N(Cl)C1=O.Cl[SiH3]. Product: [Cl:16][Si:4]([C:5]1[CH:10]=[CH:9][C:8]([O:11][CH3:12])=[CH:7][CH:6]=1)([CH:1]([CH3:3])[CH3:2])[CH:13]([CH3:15])[CH3:14]. The catalyst class is: 2. (2) The catalyst class is: 64. Reactant: [CH:1]12[CH2:7][CH:4]([CH:5]=[CH:6]1)[CH2:3][CH:2]2[C:8]([OH:10])=O.[S:11]1[CH:15]=[CH:14][CH:13]=[C:12]1[CH2:16]N.[CH2:18]([N:20](CC)CC)C.CCN=C=NCCCN(C)C. Product: [S:11]1[CH:15]=[CH:14][CH:13]=[C:12]1[CH2:16][CH2:18][NH:20][C:8]([CH:2]1[CH2:3][CH:4]2[CH2:7][CH:1]1[CH:6]=[CH:5]2)=[O:10].